This data is from NCI-60 drug combinations with 297,098 pairs across 59 cell lines. The task is: Regression. Given two drug SMILES strings and cell line genomic features, predict the synergy score measuring deviation from expected non-interaction effect. Cell line: HOP-62. Synergy scores: CSS=6.77, Synergy_ZIP=2.26, Synergy_Bliss=8.83, Synergy_Loewe=4.56, Synergy_HSA=3.97. Drug 2: CS(=O)(=O)CCNCC1=CC=C(O1)C2=CC3=C(C=C2)N=CN=C3NC4=CC(=C(C=C4)OCC5=CC(=CC=C5)F)Cl. Drug 1: CN(C)C1=NC(=NC(=N1)N(C)C)N(C)C.